From a dataset of Full USPTO retrosynthesis dataset with 1.9M reactions from patents (1976-2016). Predict the reactants needed to synthesize the given product. (1) Given the product [CH2:9]([O:8][C:6]1[CH:7]=[C:2]([C:23]2[CH:22]=[CH:21][C:20]([F:19])=[CH:25][C:24]=2[F:26])[N:3]=[CH:4][N:5]=1)[C:10]#[C:11][CH3:12], predict the reactants needed to synthesize it. The reactants are: Cl[C:2]1[CH:7]=[C:6]([O:8][CH2:9][C:10]#[C:11][CH3:12])[N:5]=[CH:4][N:3]=1.C(=O)([O-])[O-].[K+].[K+].[F:19][C:20]1[CH:25]=[C:24]([F:26])[CH:23]=[CH:22][C:21]=1O.[Cl-].[NH4+]. (2) Given the product [C:1]([NH:4][C@H:5]([CH2:10][C:11]1[CH:16]=[CH:15][C:14]([O:17][CH2:18][CH:19]=[CH2:20])=[CH:13][CH:12]=1)[C:6]([OH:8])=[O:7])(=[O:3])[CH3:2], predict the reactants needed to synthesize it. The reactants are: [C:1]([NH:4][C@H:5]([CH2:10][C:11]1[CH:16]=[CH:15][C:14]([O:17][CH2:18][CH:19]=[CH2:20])=[CH:13][CH:12]=1)[C:6]([O:8]C)=[O:7])(=[O:3])[CH3:2].O.[OH-].[Li+].